Dataset: Forward reaction prediction with 1.9M reactions from USPTO patents (1976-2016). Task: Predict the product of the given reaction. (1) Given the reactants [Cl:1][C:2]1[CH:7]=[C:6]([Cl:8])[CH:5]=[CH:4][C:3]=1[OH:9].Br[CH2:11][CH2:12][CH2:13][NH:14][C:15](=[O:21])[O:16][C:17]([CH3:20])([CH3:19])[CH3:18].[I-].[K+].[OH-].[Na+], predict the reaction product. The product is: [Cl:1][C:2]1[CH:7]=[C:6]([Cl:8])[CH:5]=[CH:4][C:3]=1[O:9][CH2:11][CH2:12][CH2:13][NH:14][C:15](=[O:21])[O:16][C:17]([CH3:20])([CH3:19])[CH3:18]. (2) Given the reactants N1([C:6]([N:8]2[CH2:13][CH2:12][N:11]([C:14](=[O:23])[CH2:15][CH2:16][C:17]3[CH:22]=[CH:21][CH:20]=[CH:19][CH:18]=3)[CH2:10][CH2:9]2)=[O:7])C=CN=C1.CI.C(N(CC)CC)C.[CH2:33]([O:40][C:41]1[C:50]2[C:45](=[CH:46][CH:47]=[CH:48][CH:49]=2)[N:44]=[C:43]([CH2:51][OH:52])[C:42]=1[CH3:53])[C:34]1[CH:39]=[CH:38][CH:37]=[CH:36][CH:35]=1, predict the reaction product. The product is: [C:17]1([CH2:16][CH2:15][C:14]([N:11]2[CH2:12][CH2:13][N:8]([C:6]([O:52][CH2:51][C:43]3[C:42]([CH3:53])=[C:41]([O:40][CH2:33][C:34]4[CH:35]=[CH:36][CH:37]=[CH:38][CH:39]=4)[C:50]4[C:45](=[CH:46][CH:47]=[CH:48][CH:49]=4)[N:44]=3)=[O:7])[CH2:9][CH2:10]2)=[O:23])[CH:22]=[CH:21][CH:20]=[CH:19][CH:18]=1. (3) The product is: [Br:1][C:2]1[CH:3]=[CH:4][C:5](/[C:8](/[I:37])=[CH:9]/[CH2:10][OH:11])=[CH:6][CH:7]=1. Given the reactants [Br:1][C:2]1[CH:7]=[CH:6][C:5]([C:8]#[C:9][CH2:10][OH:11])=[CH:4][CH:3]=1.COCCO[AlH2-]OCCOC.[Na+].C1(C)C=CC=CC=1.C(OCC)(=O)C.[I:37]I, predict the reaction product. (4) Given the reactants [C:1]1([C:7]2[N:16]=[CH:15][C:14]3[C:9](=[CH:10][C:11](B4OC(C)(C)C(C)(C)O4)=[CH:12][CH:13]=3)[N:8]=2)[CH:6]=[CH:5][CH:4]=[CH:3][CH:2]=1.[CH:26]1([N:30]2[C:34]3[N:35]=[CH:36][N:37]=[C:38]([NH2:39])[C:33]=3[C:32](I)=[CH:31]2)[CH2:29][CH2:28][CH2:27]1.C([O-])([O-])=O.[Na+].[Na+], predict the reaction product. The product is: [CH:26]1([N:30]2[C:34]3[N:35]=[CH:36][N:37]=[C:38]([NH2:39])[C:33]=3[C:32]([C:11]3[CH:10]=[C:9]4[C:14]([CH:15]=[N:16][C:7]([C:1]5[CH:2]=[CH:3][CH:4]=[CH:5][CH:6]=5)=[N:8]4)=[CH:13][CH:12]=3)=[CH:31]2)[CH2:27][CH2:28][CH2:29]1. (5) The product is: [C:1]([O:5][C:6]([N:8]1[CH2:9][CH2:10][CH:11]([C:14](=[O:31])[CH2:15][CH2:16][CH2:17][C:18]2[CH:19]=[CH:20][C:21]([S:24][CH3:25])=[CH:22][CH:23]=2)[CH2:12][CH2:13]1)=[O:7])([CH3:4])([CH3:3])[CH3:2]. Given the reactants [C:1]([O:5][C:6]([N:8]1[CH2:13][CH2:12][CH:11]([C:14](=[O:31])[CH:15](C(OCC)=O)[CH2:16][CH2:17][C:18]2[CH:23]=[CH:22][C:21]([S:24][CH3:25])=[CH:20][CH:19]=2)[CH2:10][CH2:9]1)=[O:7])([CH3:4])([CH3:3])[CH3:2].[OH-].[K+], predict the reaction product.